From a dataset of Reaction yield outcomes from USPTO patents with 853,638 reactions. Predict the reaction yield, written as a fraction of the theoretical maximum amount of product (1.0 means a 100% yield; for example, 0.34 means a 34% yield). (1) The reactants are [Na].[CH3:2][O:3][CH:4]([O:12]C)[C:5]([C:8](OC)=O)=[CH:6]O.Cl.[NH2:15][C:16]([NH2:18])=[NH:17].O. The catalyst is CN(C=O)C. The product is [CH3:2][O:3][C:4]([C:5]1[CH:8]=[N:15][C:16]([NH2:18])=[N:17][CH:6]=1)=[O:12]. The yield is 0.300. (2) The reactants are [C:1]([O:5][C@@H:6]([C:12]1[C:13]([CH3:36])=[N:14][C:15]2[N:16]([N:19]=[C:20]([C:22](=[O:35])[NH:23][CH2:24][C:25](=[O:34])[CH2:26][C:27]3[CH:32]=[CH:31][C:30]([F:33])=[CH:29][CH:28]=3)[CH:21]=2)[C:17]=1I)[C:7]([O:9][CH2:10][CH3:11])=[O:8])([CH3:4])([CH3:3])[CH3:2].[CH2:37]([C:39]1([CH3:45])[CH2:44][CH2:43][NH:42][CH2:41][CH2:40]1)[CH3:38].CCN(C(C)C)C(C)C. The catalyst is CN1C(=O)CCC1.O. The product is [C:1]([O:5][C@@H:6]([C:12]1[C:13]([CH3:36])=[N:14][C:15]2[N:16]([N:19]=[C:20]([C:22](=[O:35])[NH:23][CH2:24][C:25](=[O:34])[CH2:26][C:27]3[CH:32]=[CH:31][C:30]([F:33])=[CH:29][CH:28]=3)[CH:21]=2)[C:17]=1[N:42]1[CH2:43][CH2:44][C:39]([CH2:37][CH3:38])([CH3:45])[CH2:40][CH2:41]1)[C:7]([O:9][CH2:10][CH3:11])=[O:8])([CH3:4])([CH3:3])[CH3:2]. The yield is 0.850. (3) The reactants are [CH3:1][O:2][C:3]1[CH:4]=[C:5]([NH:9][C:10](=[O:12])[CH3:11])[CH:6]=[CH:7][CH:8]=1.[C:13](Cl)(=[O:15])[CH3:14].[Cl-].[Al+3].[Cl-].[Cl-]. The catalyst is C(Cl)Cl. The product is [C:13]([C:8]1[CH:7]=[CH:6][C:5]([NH:9][C:10](=[O:12])[CH3:11])=[CH:4][C:3]=1[O:2][CH3:1])(=[O:15])[CH3:14]. The yield is 0.740. (4) The reactants are CS[C:3]([N:6]1[CH2:11][CH2:10][CH2:9][CH2:8][CH:7]1[C:12]1[N:13]=[N:14][N:15]([C:17]2[CH:22]=[CH:21][CH:20]=[C:19]([Cl:23])[CH:18]=2)[N:16]=1)=[N:4][CH3:5].[CH3:24][N:25]([CH3:39])[CH2:26][CH2:27][O:28][C:29]1[CH:38]=[CH:37][C:32]([C:33]([NH:35][NH2:36])=O)=[CH:31][CH:30]=1. The catalyst is C(O)C.ClCCl. The product is [Cl:23][C:19]1[CH:18]=[C:17]([N:15]2[N:14]=[N:13][C:12]([CH:7]3[CH2:8][CH2:9][CH2:10][CH2:11][N:6]3[C:3]3[N:4]([CH3:5])[C:33]([C:32]4[CH:37]=[CH:38][C:29]([O:28][CH2:27][CH2:26][N:25]([CH3:39])[CH3:24])=[CH:30][CH:31]=4)=[N:35][N:36]=3)=[N:16]2)[CH:22]=[CH:21][CH:20]=1. The yield is 0.260. (5) The reactants are [Cl:1][C:2]1[S:6][C:5]([C:7]([O:9]C)=[O:8])=[CH:4][C:3]=1[C:11]1[N:15]([CH3:16])[N:14]=[CH:13][CH:12]=1.C1C(=O)N([Cl:24])C(=O)C1.[OH-].[Na+]. The catalyst is O1CCCC1.O.C(Cl)Cl. The product is [Cl:1][C:2]1[S:6][C:5]([C:7]([OH:9])=[O:8])=[CH:4][C:3]=1[C:11]1[N:15]([CH3:16])[N:14]=[CH:13][C:12]=1[Cl:24]. The yield is 0.480. (6) The reactants are Br[C:2]1[S:6][CH:5]=[N:4][CH:3]=1.CC1(C)C(C)(C)OB([C:15]2[CH:16]=[C:17]3[C:22](=[C:23]([O:25][CH2:26][O:27][CH2:28][CH2:29][Si:30]([CH3:33])([CH3:32])[CH3:31])[CH:24]=2)[N:21]=[CH:20][N:19]([CH2:34][O:35][CH2:36][CH2:37][Si:38]([CH3:41])([CH3:40])[CH3:39])[C:18]3=[O:42])O1.C(=O)([O-])[O-].[K+].[K+].O. The catalyst is CN(C)C=O.C1(P([C-]2C=CC=C2)C2C=CC=CC=2)C=CC=CC=1.[C-]1(P(C2C=CC=CC=2)C2C=CC=CC=2)C=CC=C1.[Fe+2].[Pd](Cl)Cl. The product is [S:6]1[C:2]([C:15]2[CH:16]=[C:17]3[C:22](=[C:23]([O:25][CH2:26][O:27][CH2:28][CH2:29][Si:30]([CH3:33])([CH3:31])[CH3:32])[CH:24]=2)[N:21]=[CH:20][N:19]([CH2:34][O:35][CH2:36][CH2:37][Si:38]([CH3:41])([CH3:40])[CH3:39])[C:18]3=[O:42])=[CH:3][N:4]=[CH:5]1. The yield is 0.260. (7) The reactants are [Cl:1][C:2]1[CH:3]=[CH:4][C:5]2[N:6]=[CH:7][N:8]=[C:9](OC3CCOCC3)[C:10]=2[N:11]=1.[F:19][C:20]([F:30])([F:29])[O:21][C:22]1[CH:28]=[CH:27][C:25]([NH2:26])=[CH:24][CH:23]=1.C([O-])(=O)C.[Na+]. The catalyst is CCOC(C)=O. The product is [Cl:1][C:2]1[CH:3]=[CH:4][C:5]2[N:6]=[CH:7][N:8]=[C:9]([NH:26][C:25]3[CH:27]=[CH:28][C:22]([O:21][C:20]([F:19])([F:29])[F:30])=[CH:23][CH:24]=3)[C:10]=2[N:11]=1. The yield is 0.940. (8) The reactants are CS(O[CH:6]1[CH2:9][C:8]2([CH2:13][CH2:12][N:11]([C:14]([O:16][C:17]([CH3:20])([CH3:19])[CH3:18])=[O:15])[CH2:10]2)[CH2:7]1)(=O)=O.COC1(C(=O)NC2(C)CCC2)CCN(C2CC3N(C(OCC)=O)C(CC3)C2)CC1.[NH:50]1[CH2:60][CH2:59][CH:53]([C:54]([O:56][CH2:57][CH3:58])=[O:55])[CH2:52][CH2:51]1. No catalyst specified. The product is [CH2:57]([O:56][C:54]([CH:53]1[CH2:59][CH2:60][N:50]([CH:6]2[CH2:9][C:8]3([CH2:13][CH2:12][N:11]([C:14]([O:16][C:17]([CH3:20])([CH3:19])[CH3:18])=[O:15])[CH2:10]3)[CH2:7]2)[CH2:51][CH2:52]1)=[O:55])[CH3:58]. The yield is 0.125. (9) The reactants are Br[C:2]([CH3:9])([CH3:8])[C:3]([O:5][CH2:6][CH3:7])=[O:4].[C:10]([O-:13])(=[S:12])[CH3:11].[K+]. The catalyst is CN(C=O)C. The product is [CH2:6]([O:5][C:3](=[O:4])[C:2]([S:12][C:10](=[O:13])[CH3:11])([CH3:9])[CH3:8])[CH3:7]. The yield is 0.730. (10) The reactants are [NH2:1][C:2]1[C:7]2=[C:8]([C:24]3[CH:29]=[C:28]([F:30])[C:27]([NH:31][C:32]([NH:34][C:35]4[CH:40]=[C:39]([C:41]([F:44])([F:43])[F:42])[CH:38]=[CH:37][C:36]=4[F:45])=[O:33])=[CH:26][C:25]=3[F:46])[CH:9]=[C:10]([CH:11]3[CH2:16][CH2:15][N:14](C(OC(C)(C)C)=O)[CH2:13][CH2:12]3)[N:6]2[N:5]=[CH:4][N:3]=1.C(O)(C(F)(F)F)=O.C(OCC)(=O)C. The catalyst is ClCCCl. The product is [NH2:1][C:2]1[C:7]2=[C:8]([C:24]3[C:25]([F:46])=[CH:26][C:27]([NH:31][C:32]([NH:34][C:35]4[CH:40]=[C:39]([C:41]([F:43])([F:44])[F:42])[CH:38]=[CH:37][C:36]=4[F:45])=[O:33])=[C:28]([F:30])[CH:29]=3)[CH:9]=[C:10]([CH:11]3[CH2:12][CH2:13][NH:14][CH2:15][CH2:16]3)[N:6]2[N:5]=[CH:4][N:3]=1. The yield is 0.420.